Predict the reactants needed to synthesize the given product. From a dataset of Full USPTO retrosynthesis dataset with 1.9M reactions from patents (1976-2016). (1) Given the product [NH2:8][C:5]1[CH:6]=[CH:7][C:2]([N:11]2[CH2:12][CH2:13][CH:14]([NH:17][C:18](=[O:24])[O:19][C:20]([CH3:22])([CH3:21])[CH3:23])[CH2:15][CH2:16]2)=[N:3][CH:4]=1, predict the reactants needed to synthesize it. The reactants are: Cl[C:2]1[CH:7]=[CH:6][C:5]([N+:8]([O-])=O)=[CH:4][N:3]=1.[NH:11]1[CH2:16][CH2:15][CH:14]([NH:17][C:18](=[O:24])[O:19][C:20]([CH3:23])([CH3:22])[CH3:21])[CH2:13][CH2:12]1. (2) The reactants are: [CH:1]1([C:4]2[N:13]=[C:12]([C:14]([F:17])([F:16])[F:15])[CH:11]=[CH:10][C:5]=2[C:6](OC)=[O:7])[CH2:3][CH2:2]1.[H-].[Al+3].[Li+].[H-].[H-].[H-].CCOC(C)=O.C(C(C(C([O-])=O)O)O)([O-])=O.[Na+].[K+]. Given the product [CH:1]1([C:4]2[C:5]([CH2:6][OH:7])=[CH:10][CH:11]=[C:12]([C:14]([F:17])([F:15])[F:16])[N:13]=2)[CH2:3][CH2:2]1, predict the reactants needed to synthesize it. (3) Given the product [CH3:1][O:2][C:3](=[O:13])[C:4]1[C:5]([CH2:11][O:17][CH3:16])=[CH:6][CH:7]=[CH:8][C:9]=1[Cl:10], predict the reactants needed to synthesize it. The reactants are: [CH3:1][O:2][C:3](=[O:13])[C:4]1[C:9]([Cl:10])=[CH:8][CH:7]=[CH:6][C:5]=1[CH2:11]Br.[H-].[Na+].[CH3:16][OH:17]. (4) Given the product [CH:21]([N:18]1[CH2:17][CH2:16][CH:15]([NH:14][S:13]([CH2:12][C@@H:11]([NH2:10])[CH2:26][OH:27])(=[O:25])=[O:24])[CH2:20][CH2:19]1)([CH3:23])[CH3:22], predict the reactants needed to synthesize it. The reactants are: C(OC(=O)[NH:10][C@@H:11]([CH2:26][O:27]CC1C=CC=CC=1)[CH2:12][S:13](=[O:25])(=[O:24])[NH:14][CH:15]1[CH2:20][CH2:19][N:18]([CH:21]([CH3:23])[CH3:22])[CH2:17][CH2:16]1)C1C=CC=CC=1.B(Br)(Br)Br.[OH-].[Na+]. (5) Given the product [C:1]1([CH:7]2[CH2:10][C:9](=[N:12][OH:13])[CH2:8]2)[CH:6]=[CH:5][CH:4]=[CH:3][CH:2]=1, predict the reactants needed to synthesize it. The reactants are: [C:1]1([CH:7]2[CH2:10][C:9](=O)[CH2:8]2)[CH:6]=[CH:5][CH:4]=[CH:3][CH:2]=1.[NH2:12][OH:13].O. (6) Given the product [CH2:1]([O:3][C:4]1[CH:5]=[C:6]([CH:12]=[CH:13][CH:14]=1)[O:7][CH2:8][C:9]([Cl:16])=[O:10])[CH3:2], predict the reactants needed to synthesize it. The reactants are: [CH2:1]([O:3][C:4]1[CH:5]=[C:6]([CH:12]=[CH:13][CH:14]=1)[O:7][CH2:8][C:9](O)=[O:10])[CH3:2].C(Cl)[Cl:16].C(Cl)(=O)C(Cl)=O. (7) Given the product [ClH:40].[OH:27][NH:26][C:24](=[O:25])[C@@:23]([S:35]([CH3:38])(=[O:37])=[O:36])([CH3:34])[CH2:22][CH2:21][N:18]1[CH:19]=[CH:20][C:15]([C:12]2[CH:11]=[CH:10][C:9]([N:6]3[CH2:7][CH2:8][CH:3]([CH2:2][OH:1])[CH2:4][CH2:5]3)=[CH:14][CH:13]=2)=[CH:16][C:17]1=[O:39], predict the reactants needed to synthesize it. The reactants are: [OH:1][CH2:2][CH:3]1[CH2:8][CH2:7][N:6]([C:9]2[CH:14]=[CH:13][C:12]([C:15]3[CH:20]=[CH:19][N:18]([CH2:21][CH2:22][C@:23]([S:35]([CH3:38])(=[O:37])=[O:36])([CH3:34])[C:24]([NH:26][O:27]C4CCCCO4)=[O:25])[C:17](=[O:39])[CH:16]=3)=[CH:11][CH:10]=2)[CH2:5][CH2:4]1.[ClH:40].O1CCOCC1.